Predict which catalyst facilitates the given reaction. From a dataset of Catalyst prediction with 721,799 reactions and 888 catalyst types from USPTO. (1) Reactant: C(=O)([O-])[O-].[Cs+].[Cs+].FC(F)(F)S([O:12][CH2:13][C:14]([F:17])([F:16])[F:15])(=O)=O.[C:20]([NH:24][C:25](=[O:54])[C:26]1[CH:31]=[CH:30][C:29]([S:32]([N:35]2[C:43]3[C:38](=[CH:39][C:40](O)=[CH:41][CH:42]=3)[C:37]([C:46]3[CH:51]=[CH:50][CH:49]=[CH:48][C:47]=3[Cl:52])([CH3:45])[C:36]2=[O:53])(=[O:34])=[O:33])=[CH:28][CH:27]=1)([CH3:23])([CH3:22])[CH3:21]. Product: [C:20]([NH:24][C:25](=[O:54])[C:26]1[CH:27]=[CH:28][C:29]([S:32]([N:35]2[C:43]3[C:38](=[CH:39][C:40]([O:12][CH2:13][C:14]([F:15])([F:16])[F:17])=[CH:41][CH:42]=3)[C:37]([C:46]3[CH:51]=[CH:50][CH:49]=[CH:48][C:47]=3[Cl:52])([CH3:45])[C:36]2=[O:53])(=[O:34])=[O:33])=[CH:30][CH:31]=1)([CH3:21])([CH3:22])[CH3:23]. The catalyst class is: 10. (2) The catalyst class is: 18. Product: [Si:15]([O:18][CH2:19][CH2:20][CH2:21][O:22][C:23]1[CH:28]=[CH:27][C:26]([CH2:29][CH:2]([C:3](=[O:4])[CH3:5])[C:1]([O:7][CH3:8])=[O:6])=[C:25]([O:31][CH3:32])[CH:24]=1)([C:11]([CH3:13])([CH3:12])[CH3:14])([CH3:16])[CH3:17]. Reactant: [C:1]([O:7][CH3:8])(=[O:6])[CH2:2][C:3]([CH3:5])=[O:4].[H-].[Na+].[C:11]([Si:15]([O:18][CH2:19][CH2:20][CH2:21][O:22][C:23]1[CH:28]=[CH:27][C:26]([CH2:29]Cl)=[C:25]([O:31][CH3:32])[CH:24]=1)([CH3:17])[CH3:16])([CH3:14])([CH3:13])[CH3:12].[I-].[K+]. (3) Reactant: [CH3:1][C:2]1[S:3][C:4]([C:10]2[CH:15]=[CH:14][CH:13]=[CH:12][CH:11]=2)=[C:5]([C:7]([OH:9])=O)[N:6]=1.CN(C=O)C.C(Cl)(=O)C(Cl)=O.[Cl:27][C:28]1[N:32]2[CH:33]=[CH:34][C:35]([O:37][CH3:38])=[CH:36][C:31]2=[N:30][C:29]=1[CH2:39][C@@H:40]1[CH2:45][CH2:44][CH2:43][CH2:42][NH:41]1. Product: [Cl:27][C:28]1[N:32]2[CH:33]=[CH:34][C:35]([O:37][CH3:38])=[CH:36][C:31]2=[N:30][C:29]=1[CH2:39][C@@H:40]1[CH2:45][CH2:44][CH2:43][CH2:42][N:41]1[C:7]([C:5]1[N:6]=[C:2]([CH3:1])[S:3][C:4]=1[C:10]1[CH:15]=[CH:14][CH:13]=[CH:12][CH:11]=1)=[O:9]. The catalyst class is: 2. (4) Reactant: [Br:1][C:2]1[C:7]([CH:8]=[O:9])=[C:6]([F:10])[C:5]([Cl:11])=[CH:4][CH:3]=1.[BH4-].[Na+]. Product: [Br:1][C:2]1[C:7]([CH2:8][OH:9])=[C:6]([F:10])[C:5]([Cl:11])=[CH:4][CH:3]=1. The catalyst class is: 5. (5) Reactant: C(C1C=CC([S:10](NCCC(F)(F)F)(=[O:12])=[O:11])=CC=1)(=O)C.[Br-:20].[Br-].[Br-].C[N+](C)(C)[C:25]1[CH:30]=[CH:29][CH:28]=[CH:27][CH:26]=1.C[N+:34]([C:37]1[CH:42]=[CH:41][CH:40]=CC=1)(C)C.[CH3:43][N+](C1C=CC=CC=1)(C)C.[C:53](OCC)(=[O:55])[CH3:54]. The catalyst class is: 15. Product: [Br:20][CH2:54][C:53]([C:25]1[CH:26]=[CH:27][C:28]([S:10]([NH:34][CH2:37][CH2:42][CH:41]([CH3:40])[CH3:43])(=[O:12])=[O:11])=[CH:29][CH:30]=1)=[O:55]. (6) Reactant: [CH3:1][N:2]1[C:11]2[C:6](=[CH:7][C:8]([O:12][CH2:13][CH2:14][CH:15]=O)=[CH:9][CH:10]=2)[CH:5]=[CH:4][C:3]1=[O:17].OC1C=C2C(=CC=1)N(C)C(=O)C=C2.[NH2:31][CH2:32][CH2:33][CH2:34][N:35]1[CH:39]=[CH:38][N:37]=[CH:36]1.[BH4-].[Na+]. Product: [N:35]1([CH2:34][CH2:33][CH2:32][NH:31][CH2:15][CH2:14][CH2:13][O:12][C:8]2[CH:7]=[C:6]3[C:11](=[CH:10][CH:9]=2)[N:2]([CH3:1])[C:3](=[O:17])[CH:4]=[CH:5]3)[CH:39]=[CH:38][N:37]=[CH:36]1. The catalyst class is: 24. (7) The catalyst class is: 800. Product: [CH3:26][C:21]1([CH3:27])[C:22]([CH3:25])([CH3:24])[O:23][B:19]([C:13]2[CH:12]=[C:11]([N:8]3[CH2:9][CH2:10][CH:5]([NH:4][C:3](=[O:18])[O:2][CH3:1])[CH2:6][CH2:7]3)[CH:16]=[CH:15][CH:14]=2)[O:20]1. Reactant: [CH3:1][O:2][C:3](=[O:18])[NH:4][CH:5]1[CH2:10][CH2:9][N:8]([C:11]2[CH:16]=[CH:15][CH:14]=[C:13](Br)[CH:12]=2)[CH2:7][CH2:6]1.[B:19]1([B:19]2[O:23][C:22]([CH3:25])([CH3:24])[C:21]([CH3:27])([CH3:26])[O:20]2)[O:23][C:22]([CH3:25])([CH3:24])[C:21]([CH3:27])([CH3:26])[O:20]1.C(Cl)Cl.C([O-])(=O)C.[K+]. (8) Reactant: [Cl:1][C:2]1[CH:3]=[C:4]([CH:8]=[CH:9][CH:10]=1)[C:5]([OH:7])=O.[CH:11]1[CH:12]=[CH:13][C:14]2[N:19](O)N=N[C:15]=2[CH:16]=1.CCN=C=NCCCN(C)C.C(N(C(C)C)CC)(C)C.N1CCCCCC1. Product: [N:19]1([C:5]([C:4]2[CH:8]=[CH:9][CH:10]=[C:2]([Cl:1])[CH:3]=2)=[O:7])[CH2:15][CH2:16][CH2:11][CH2:12][CH2:13][CH2:14]1. The catalyst class is: 1. (9) Reactant: [Cl:1][C:2]1[CH:7]=[CH:6][CH:5]=[CH:4][C:3]=1[C:8]1[C:9]([C:29]2[CH:34]=[CH:33][C:32]([Cl:35])=[CH:31][CH:30]=2)=[CH:10][C:11]([NH:14][NH:15][C:16](=O)[CH2:17][C:18]2[CH:19]=[N:20][C:21]([C:24]([F:27])([F:26])[F:25])=[CH:22][CH:23]=2)=[N:12][CH:13]=1.C(O)(=O)C. Product: [Cl:1][C:2]1[CH:7]=[CH:6][CH:5]=[CH:4][C:3]=1[C:8]1[C:9]([C:29]2[CH:34]=[CH:33][C:32]([Cl:35])=[CH:31][CH:30]=2)=[CH:10][C:11]2[N:12]([C:16]([CH2:17][C:18]3[CH:19]=[N:20][C:21]([C:24]([F:27])([F:26])[F:25])=[CH:22][CH:23]=3)=[N:15][N:14]=2)[CH:13]=1. The catalyst class is: 8. (10) Reactant: [Br:1][C:2]1[N:7]=[C:6]([N:8]([CH2:12][C:13]2[CH:18]=[CH:17][C:16]([C:19]3[CH:24]=[CH:23][CH:22]=[CH:21][CH:20]=3)=[CH:15][C:14]=2[Cl:25])C(=O)C)[C:5]([N+:26]([O-:28])=[O:27])=[CH:4][CH:3]=1.[OH-].[Na+].Cl.O. Product: [Br:1][C:2]1[N:7]=[C:6]([NH:8][CH2:12][C:13]2[CH:18]=[CH:17][C:16]([C:19]3[CH:24]=[CH:23][CH:22]=[CH:21][CH:20]=3)=[CH:15][C:14]=2[Cl:25])[C:5]([N+:26]([O-:28])=[O:27])=[CH:4][CH:3]=1. The catalyst class is: 12.